This data is from Catalyst prediction with 721,799 reactions and 888 catalyst types from USPTO. The task is: Predict which catalyst facilitates the given reaction. (1) Reactant: [C:1]([O:5][C:6]([NH:8][C:9]1([CH2:13][C@H:14]2[CH2:18][N:17]([C@@H](C3C=CC=CC=3)C)[C:16](=O)[CH2:15]2)[CH2:12][CH2:11][CH2:10]1)=[O:7])([CH3:4])([CH3:3])[CH3:2]. Product: [C:1]([O:5][C:6]([NH:8][C:9]1([CH2:13][C@H:14]2[CH2:15][CH2:16][NH:17][CH2:18]2)[CH2:10][CH2:11][CH2:12]1)=[O:7])([CH3:4])([CH3:2])[CH3:3]. The catalyst class is: 349. (2) Product: [O:29]=[C:13]1[C:12]2[C:17](=[N:18][C:9]([C:5]3[CH:6]=[CH:7][CH:8]=[C:3]([C:2]([F:1])([F:26])[F:27])[CH:4]=3)=[CH:10][CH:11]=2)[N:16]([C:19]([O:21][C:22]([CH3:23])([CH3:24])[CH3:25])=[O:20])[CH2:15][CH2:14]1. The catalyst class is: 664. Reactant: [F:1][C:2]([F:27])([F:26])[C:3]1[CH:4]=[C:5]([C:9]2[N:18]=[C:17]3[C:12]([CH2:13][CH2:14][CH2:15][N:16]3[C:19]([O:21][C:22]([CH3:25])([CH3:24])[CH3:23])=[O:20])=[CH:11][CH:10]=2)[CH:6]=[CH:7][CH:8]=1.[Mn]([O-])(=O)(=O)=[O:29].[O-]S([O-])=O.[Na+].[Na+]. (3) Reactant: [OH-].[Na+].[Cl:3][C:4]1[CH:15]=[C:14]([O:16][CH2:17][C:18]#[CH:19])[C:13]([F:20])=[CH:12][C:5]=1[C:6]([O:8]CC#C)=[O:7].Cl. Product: [Cl:3][C:4]1[CH:15]=[C:14]([O:16][CH2:17][C:18]#[CH:19])[C:13]([F:20])=[CH:12][C:5]=1[C:6]([OH:8])=[O:7]. The catalyst class is: 5. (4) Reactant: [CH2:1]([N:8]1[CH2:12][C@@H:11]([CH3:13])[C@H:10]([C:14]2[NH:19][C:18](=[O:20])[C:17]([CH2:21][N:22]3C(=O)C4C(=CC=CC=4)C3=O)=[N:16][N:15]=2)[CH2:9]1)[C:2]1[CH:7]=[CH:6][CH:5]=[CH:4][CH:3]=1.O.NN. Product: [NH2:22][CH2:21][C:17]1[C:18](=[O:20])[NH:19][C:14]([C@H:10]2[C@H:11]([CH3:13])[CH2:12][N:8]([CH2:1][C:2]3[CH:7]=[CH:6][CH:5]=[CH:4][CH:3]=3)[CH2:9]2)=[N:15][N:16]=1. The catalyst class is: 429. (5) Reactant: [Cl:1][C:2]1[N:7]=[CH:6][C:5]([NH:8][C:9]2[C:14]([C:15]3[N:20]=[C:19]([CH3:21])[N:18]=[C:17]([N:22](CC4C=CC(OC)=CC=4)CC4C=CC(OC)=CC=4)[N:16]=3)=[CH:13][CH:12]=[CH:11][N:10]=2)=[CH:4][CH:3]=1. Product: [Cl:1][C:2]1[N:7]=[CH:6][C:5]([NH:8][C:9]2[C:14]([C:15]3[N:20]=[C:19]([CH3:21])[N:18]=[C:17]([NH2:22])[N:16]=3)=[CH:13][CH:12]=[CH:11][N:10]=2)=[CH:4][CH:3]=1. The catalyst class is: 67. (6) Reactant: [CH3:1][O:2][C:3]1[CH:4]=[C:5]2[C:9](=[C:10]([O:12][CH3:13])[CH:11]=1)[C:8](=[O:14])[CH2:7][CH2:6]2.C([O:19][N:20]=O)CCC.Cl. Product: [CH3:1][O:2][C:3]1[CH:4]=[C:5]2[C:9](=[C:10]([O:12][CH3:13])[CH:11]=1)[C:8](=[O:14])[C:7](=[N:20][OH:19])[CH2:6]2. The catalyst class is: 5. (7) Product: [CH3:35][C:25]1[CH:30]=[CH:29][C:28]([S:31]([O:1][C@@H:2]2[CH2:18][C:17]3[C@@:5]([CH3:24])([C@@H:6]4[C@@H:14]([CH2:15][CH:16]=3)[C@H:13]3[C@@:9]([CH3:22])([C@@H:10]([C:19](=[O:21])[CH3:20])[CH2:11][CH2:12]3)[CH2:8][C@@H:7]4[OH:23])[CH2:4][CH2:3]2)(=[O:33])=[O:32])=[CH:27][CH:26]=1. Reactant: [OH:1][CH:2]1[CH2:18][C:17]2[C:5]([CH3:24])([CH:6]3[CH:14]([CH2:15][CH:16]=2)[CH:13]2[C:9]([CH3:22])([CH:10]([C:19](=[O:21])[CH3:20])[CH2:11][CH2:12]2)[CH2:8][CH:7]3[OH:23])[CH2:4][CH2:3]1.[C:25]1([CH3:35])[CH:30]=[CH:29][C:28]([S:31](Cl)(=[O:33])=[O:32])=[CH:27][CH:26]=1. The catalyst class is: 17.